From a dataset of Forward reaction prediction with 1.9M reactions from USPTO patents (1976-2016). Predict the product of the given reaction. (1) Given the reactants [C:1]([NH:5][S:6]([C:9]1[CH:14]=[CH:13][CH:12]=[CH:11][CH:10]=1)(=[O:8])=[O:7])([CH3:4])([CH3:3])[CH3:2].C([Li])(C)(C)C.[CH2:20]([N:27]1[CH2:31][CH2:30][C:29](=[O:32])[CH2:28]1)[C:21]1[CH:26]=[CH:25][CH:24]=[CH:23][CH:22]=1, predict the reaction product. The product is: [CH2:20]([N:27]1[CH2:31][CH2:30][C:29]([C:10]2[CH:11]=[CH:12][CH:13]=[CH:14][C:9]=2[S:6]([NH:5][C:1]([CH3:4])([CH3:2])[CH3:3])(=[O:8])=[O:7])([OH:32])[CH2:28]1)[C:21]1[CH:22]=[CH:23][CH:24]=[CH:25][CH:26]=1. (2) Given the reactants [C:1]1([C:7]2[CH:8]=[CH:9][C:10]([C:23]([O:25]CC)=O)=[N:11][C:12]=2[C:13]2[CH:18]=[CH:17][C:16]([C:19]([F:22])([F:21])[F:20])=[CH:15][CH:14]=2)[CH:6]=[CH:5][CH:4]=[CH:3][CH:2]=1.CN[CH2:30][CH2:31]NC.C([Al](CC)CC)C, predict the reaction product. The product is: [C:1]1([C:7]2[CH:8]=[CH:9][C:10]([C:23](=[O:25])[CH2:30][CH3:31])=[N:11][C:12]=2[C:13]2[CH:18]=[CH:17][C:16]([C:19]([F:20])([F:21])[F:22])=[CH:15][CH:14]=2)[CH:2]=[CH:3][CH:4]=[CH:5][CH:6]=1. (3) Given the reactants [I:1]N1C(=O)CCC1=O.[F:9][C:10]1[CH:11]=[CH:12][CH:13]=[C:14]2[C:19]=1[N:18]=[CH:17][CH:16]=[CH:15]2, predict the reaction product. The product is: [F:9][C:10]1[CH:11]=[CH:12][CH:13]=[C:14]2[C:19]=1[N:18]=[CH:17][C:16]([I:1])=[CH:15]2. (4) Given the reactants C(O)(C(F)(F)F)=O.[Cl:8][C:9]1[C:26]([CH2:27][N:28]2[CH2:47][CH2:46][C:31]3([O:36][CH2:35][CH2:34][N:33]([C:37]([C:39]4[N:40]=[C:41]([CH2:44][CH3:45])[S:42][CH:43]=4)=[O:38])[CH2:32]3)[CH2:30][CH2:29]2)=[CH:25][CH:24]=[CH:23][C:10]=1[CH2:11][CH2:12][O:13][CH2:14][CH2:15][C:16]([O:18]C(C)(C)C)=[O:17], predict the reaction product. The product is: [Cl:8][C:9]1[C:26]([CH2:27][N:28]2[CH2:29][CH2:30][C:31]3([O:36][CH2:35][CH2:34][N:33]([C:37]([C:39]4[N:40]=[C:41]([CH2:44][CH3:45])[S:42][CH:43]=4)=[O:38])[CH2:32]3)[CH2:46][CH2:47]2)=[CH:25][CH:24]=[CH:23][C:10]=1[CH2:11][CH2:12][O:13][CH2:14][CH2:15][C:16]([OH:18])=[O:17]. (5) Given the reactants Br[C:2]1[CH:3]=[C:4]2[C:9](=[CH:10][CH:11]=1)[N:8]=[C:7]([Cl:12])[N:6]=[CH:5]2.[CH:13]1([NH:16][C:17](=[O:34])[C:18]2[CH:23]=[CH:22][C:21]([CH3:24])=[C:20](B3OC(C)(C)C(C)(C)O3)[CH:19]=2)[CH2:15][CH2:14]1, predict the reaction product. The product is: [Cl:12][C:7]1[N:6]=[CH:5][C:4]2[C:9](=[CH:10][CH:11]=[C:2]([C:20]3[CH:19]=[C:18]([CH:23]=[CH:22][C:21]=3[CH3:24])[C:17]([NH:16][CH:13]3[CH2:14][CH2:15]3)=[O:34])[CH:3]=2)[N:8]=1. (6) Given the reactants [NH2:1][C@@H:2]([CH:6]([CH3:8])[CH3:7])[C:3]([OH:5])=[O:4].[OH:9][CH2:10][CH2:11][N:12]1[C:17](=[O:18])[CH2:16][CH2:15][CH:14]([N:19]2[C:27](=[O:28])[C:26]3[C:21](=[CH:22][CH:23]=[CH:24][CH:25]=3)[C:20]2=[O:29])[C:13]1=[O:30].[C:31](ON1C(=O)CCC1=O)(=[O:38])[C:32]1[CH:37]=[CH:36][CH:35]=[N:34][CH:33]=1.C(N(CC)CC)C, predict the reaction product. The product is: [C:31]([NH:1][C@@H:2]([CH:6]([CH3:8])[CH3:7])[C:3]([OH:5])=[O:4])(=[O:38])[C:32]1[CH:37]=[CH:36][CH:35]=[N:34][CH:33]=1.[OH:9][CH2:10][CH2:11][N:12]1[C:17](=[O:18])[CH2:16][CH2:15][CH:14]([N:19]2[C:20](=[O:29])[C:21]3[C:26](=[CH:25][CH:24]=[CH:23][CH:22]=3)[C:27]2=[O:28])[C:13]1=[O:30]. (7) Given the reactants [Br:1][C:2]1[CH:3]=[CH:4][C:5]([N+:9]([O-:11])=[O:10])=[C:6]([OH:8])[CH:7]=1.[CH2:12](Br)[C:13]1[CH:18]=[CH:17][CH:16]=[CH:15][CH:14]=1.C(=O)([O-])[O-].[K+].[K+], predict the reaction product. The product is: [CH2:12]([O:8][C:6]1[CH:7]=[C:2]([Br:1])[CH:3]=[CH:4][C:5]=1[N+:9]([O-:11])=[O:10])[C:13]1[CH:18]=[CH:17][CH:16]=[CH:15][CH:14]=1.